From a dataset of Full USPTO retrosynthesis dataset with 1.9M reactions from patents (1976-2016). Predict the reactants needed to synthesize the given product. Given the product [F:21][C:20]([F:23])([F:22])[CH2:19][N:15]1[C:14]([C:8]2[S:9][C:10]3[CH2:11][CH2:12][O:13][C:4]4[CH:3]=[C:2]([C:34]5[CH:35]=[N:36][N:37]([CH2:39][C@@H:40]([OH:42])[CH3:41])[CH:38]=5)[CH:25]=[CH:24][C:5]=4[C:6]=3[N:7]=2)=[N:18][CH:17]=[N:16]1, predict the reactants needed to synthesize it. The reactants are: Br[C:2]1[CH:25]=[CH:24][C:5]2[C:6]3[N:7]=[C:8]([C:14]4[N:15]([CH2:19][C:20]([F:23])([F:22])[F:21])[N:16]=[CH:17][N:18]=4)[S:9][C:10]=3[CH2:11][CH2:12][O:13][C:4]=2[CH:3]=1.CC1(C)C(C)(C)OB([C:34]2[CH:35]=[N:36][N:37]([CH2:39][C@@H:40]([OH:42])[CH3:41])[CH:38]=2)O1.